Dataset: Peptide-MHC class I binding affinity with 185,985 pairs from IEDB/IMGT. Task: Regression. Given a peptide amino acid sequence and an MHC pseudo amino acid sequence, predict their binding affinity value. This is MHC class I binding data. (1) The binding affinity (normalized) is 0.0847. The peptide sequence is AVDADDSHF. The MHC is HLA-A68:02 with pseudo-sequence HLA-A68:02. (2) The peptide sequence is AYISSEATTPW. The MHC is Patr-A0901 with pseudo-sequence Patr-A0901. The binding affinity (normalized) is 0.472. (3) The peptide sequence is QVDCFLWHV. The MHC is HLA-A24:02 with pseudo-sequence HLA-A24:02. The binding affinity (normalized) is 0. (4) The peptide sequence is EKEGKISKI. The MHC is HLA-B44:02 with pseudo-sequence HLA-B44:02. The binding affinity (normalized) is 0.